Dataset: Full USPTO retrosynthesis dataset with 1.9M reactions from patents (1976-2016). Task: Predict the reactants needed to synthesize the given product. (1) The reactants are: [OH:1][C:2]1[CH:9]=[CH:8][CH:7]=[C:6]([O:10][CH3:11])[C:3]=1[CH:4]=[O:5].[H-].[Na+].I[CH2:15][C:16]([NH2:18])=[O:17]. Given the product [CH:4]([C:3]1[C:6]([O:10][CH3:11])=[CH:7][CH:8]=[CH:9][C:2]=1[O:1][CH2:15][C:16]([NH2:18])=[O:17])=[O:5], predict the reactants needed to synthesize it. (2) Given the product [Cl:23][C:18]1[CH:19]=[C:20]2[C:15](=[CH:16][CH:17]=1)[CH:14]=[C:13]([S:10]([N:8]1[CH2:7][CH2:6][N:5]([C:24]([C:26]3[CH:27]=[CH:28][C:29]([C:32]4[CH:37]=[CH:36][N+:35]([O-:38])=[CH:34][CH:33]=4)=[CH:30][CH:31]=3)=[O:25])[CH:4]([C:1]([NH:43][CH2:42][CH2:41][N:40]([CH3:44])[CH3:39])=[O:3])[CH2:9]1)(=[O:12])=[O:11])[CH:22]=[CH:21]2, predict the reactants needed to synthesize it. The reactants are: [C:1]([CH:4]1[CH2:9][N:8]([S:10]([C:13]2[CH:22]=[CH:21][C:20]3[C:15](=[CH:16][CH:17]=[C:18]([Cl:23])[CH:19]=3)[CH:14]=2)(=[O:12])=[O:11])[CH2:7][CH2:6][N:5]1[C:24]([C:26]1[CH:31]=[CH:30][C:29]([C:32]2[CH:37]=[CH:36][N+:35]([O-:38])=[CH:34][CH:33]=2)=[CH:28][CH:27]=1)=[O:25])([OH:3])=O.[CH3:39][N:40]([CH3:44])[CH2:41][CH2:42][NH2:43]. (3) Given the product [ClH:63].[NH2:8][CH2:9][C@H:10]1[CH2:11][CH2:12][C@H:13]([C:16]([NH:18][C@@H:19]([CH2:20][C:21]2[CH:26]=[CH:25][C:24]([C:27]3[CH:32]=[CH:31][C:30]([C:33]([N:35]4[CH2:36][CH2:37][NH:38][CH2:39][CH2:40]4)=[O:34])=[CH:29][C:28]=3[CH3:48])=[CH:23][CH:22]=2)[C:49](=[O:62])[NH:50][C:51]2[CH:56]=[CH:55][C:54]([C:57]3[N:61]=[N:60][NH:59][N:58]=3)=[CH:53][CH:52]=2)=[O:17])[CH2:14][CH2:15]1, predict the reactants needed to synthesize it. The reactants are: C(OC([NH:8][CH2:9][C@H:10]1[CH2:15][CH2:14][C@H:13]([C:16]([NH:18][C@H:19]([C:49](=[O:62])[NH:50][C:51]2[CH:56]=[CH:55][C:54]([C:57]3[N:58]=[N:59][NH:60][N:61]=3)=[CH:53][CH:52]=2)[CH2:20][C:21]2[CH:26]=[CH:25][C:24]([C:27]3[CH:32]=[CH:31][C:30]([C:33]([N:35]4[CH2:40][CH2:39][N:38](C(OC(C)(C)C)=O)[CH2:37][CH2:36]4)=[O:34])=[CH:29][C:28]=3[CH3:48])=[CH:23][CH:22]=2)=[O:17])[CH2:12][CH2:11]1)=O)(C)(C)C.[ClH:63]. (4) Given the product [CH3:20][O:19][C:18]1[C:12]2[O:11][CH:10]([CH2:9][OH:8])[CH2:14][C:13]=2[CH:15]=[CH:16][CH:17]=1, predict the reactants needed to synthesize it. The reactants are: C([Si]([O:8][CH2:9][CH:10]1[CH2:14][C:13]2[CH:15]=[CH:16][CH:17]=[C:18]([O:19][CH3:20])[C:12]=2[O:11]1)(C)C)(C)(C)C.[F-].C([N+](CCCC)(CCCC)CCCC)CCC. (5) Given the product [C:1]1([C:21]2[CH:22]=[CH:23][CH:24]=[CH:25][CH:26]=2)[CH:6]=[CH:5][CH:4]=[CH:3][C:2]=1[N:7]1[C:16](=[O:17])[C:15]2[C:10](=[CH:11][CH:12]=[CH:13][C:14]=2[Cl:18])[N:9]=[C:8]1[CH2:19][S:28][C:29]1[N:37]=[CH:36][N:35]=[C:34]2[C:30]=1[N:31]=[CH:32][NH:33]2, predict the reactants needed to synthesize it. The reactants are: [C:1]1([C:21]2[CH:26]=[CH:25][CH:24]=[CH:23][CH:22]=2)[CH:6]=[CH:5][CH:4]=[CH:3][C:2]=1[N:7]1[C:16](=[O:17])[C:15]2[C:10](=[CH:11][CH:12]=[CH:13][C:14]=2[Cl:18])[N:9]=[C:8]1[CH2:19]Cl.O.[SH:28][C:29]1[N:37]=[CH:36][N:35]=[C:34]2[C:30]=1[NH:31][CH:32]=[N:33]2.C([O-])([O-])=O.[K+].[K+]. (6) Given the product [NH2:7][CH2:10][CH2:11][O:12][CH2:13][C:14]1[N:19]=[C:18]([CH3:20])[C:17]([C:21]([OH:23])=[O:22])=[C:16]([C:24]2[CH:29]=[CH:28][CH:27]=[C:26]([Cl:30])[CH:25]=2)[C:15]=1[C:31](=[O:48])[NH:32][CH2:33][CH2:34][CH:35]([C:42]1[CH:43]=[CH:44][CH:45]=[CH:46][CH:47]=1)[C:36]1[CH:37]=[CH:38][CH:39]=[CH:40][CH:41]=1.[NH2:7][CH2:10][CH2:11][O:12][CH2:13][C:14]1[NH:19][C:18]([CH3:20])=[C:17]([C:21]([OH:23])=[O:22])[CH:16]([C:24]2[CH:29]=[CH:28][CH:27]=[C:26]([Cl:30])[CH:25]=2)[C:15]=1[C:31](=[O:48])[NH:32][CH2:33][CH2:34][CH:35]([C:36]1[CH:41]=[CH:40][CH:39]=[CH:38][CH:37]=1)[C:42]1[CH:47]=[CH:46][CH:45]=[CH:44][CH:43]=1, predict the reactants needed to synthesize it. The reactants are: C(OCC)(=O)C.[N:7]([CH2:10][CH2:11][O:12][CH2:13][C:14]1[NH:19][C:18]([CH3:20])=[C:17]([C:21]([OH:23])=[O:22])[CH:16]([C:24]2[CH:29]=[CH:28][CH:27]=[C:26]([Cl:30])[CH:25]=2)[C:15]=1[C:31](=[O:48])[NH:32][CH2:33][CH2:34][CH:35]([C:42]1[CH:47]=[CH:46][CH:45]=[CH:44][CH:43]=1)[C:36]1[CH:41]=[CH:40][CH:39]=[CH:38][CH:37]=1)=[N+]=[N-].